Task: Predict the product of the given reaction.. Dataset: Forward reaction prediction with 1.9M reactions from USPTO patents (1976-2016) (1) Given the reactants [Br:1][C:2]1[CH:3]=[C:4]([C:14]([F:17])([F:16])[F:15])[C:5]([N:8]2[CH2:13][CH2:12][NH:11][CH2:10][CH2:9]2)=[N:6][CH:7]=1.[C:18](O[C:18]([O:20][C:21]([CH3:24])([CH3:23])[CH3:22])=[O:19])([O:20][C:21]([CH3:24])([CH3:23])[CH3:22])=[O:19], predict the reaction product. The product is: [C:21]([O:20][C:18]([N:11]1[CH2:12][CH2:13][N:8]([C:5]2[C:4]([C:14]([F:17])([F:16])[F:15])=[CH:3][C:2]([Br:1])=[CH:7][N:6]=2)[CH2:9][CH2:10]1)=[O:19])([CH3:24])([CH3:23])[CH3:22]. (2) The product is: [C:29]([Si:26]([CH3:28])([CH3:27])[O:18][C:17]1[CH:13]=[C:12]2[C:37](=[CH:38][CH:24]=1)[NH:36][CH:35]=[CH:11]2)([CH3:32])([CH3:31])[CH3:30]. Given the reactants C(OC(N1C2[C:11](=[CH:12][C:13]([C:17](C)([CH3:24])[O:18][SiH2]C(C)(C)C)=CC=2)C=C1)=O)(C)(C)C.[Si:26](Cl)([C:29]([CH3:32])([CH3:31])[CH3:30])([CH3:28])[CH3:27].N1[CH:38]=[CH:37][N:36]=[CH:35]1, predict the reaction product.